The task is: Predict the reactants needed to synthesize the given product.. This data is from Full USPTO retrosynthesis dataset with 1.9M reactions from patents (1976-2016). Given the product [OH:1][C:2]1([CH2:12][NH:13][C:14]([C:16]2[C:17]3[CH:18]=[CH:19][C:20]([N:40]4[CH2:41][CH2:42][CH:38]([F:37])[CH2:39]4)=[N:21][C:22]=3[CH:23]=[CH:24][C:25]=2[Cl:26])=[O:15])[CH2:7][CH2:6][CH2:5][CH:4]([C:8]([F:11])([F:10])[F:9])[CH2:3]1, predict the reactants needed to synthesize it. The reactants are: [OH:1][C:2]1([CH2:12][NH:13][C:14]([C:16]2[C:17]3[CH:18]=[CH:19][C:20](Cl)=[N:21][C:22]=3[CH:23]=[CH:24][C:25]=2[Cl:26])=[O:15])[CH2:7][CH2:6][CH2:5][CH:4]([C:8]([F:11])([F:10])[F:9])[CH2:3]1.CCN(C(C)C)C(C)C.[F:37][CH:38]1[CH2:42][CH2:41][NH:40][CH2:39]1.